Predict the reaction yield, written as a fraction of the theoretical maximum amount of product (1.0 means a 100% yield; for example, 0.34 means a 34% yield). From a dataset of Reaction yield outcomes from USPTO patents with 853,638 reactions. The reactants are [CH2:1]([O:3][C:4](=[O:21])[C@@H:5]([O:19][CH3:20])[CH2:6][C:7]1[CH:12]=[CH:11][C:10]([C:13]#[C:14][CH2:15][CH2:16][CH2:17]O)=[CH:9][CH:8]=1)[CH3:2].C(Br)(Br)(Br)[Br:23].C1C=CC(P(C2C=CC=CC=2)C2C=CC=CC=2)=CC=1. The catalyst is ClCCl. The product is [CH2:1]([O:3][C:4](=[O:21])[CH:5]([O:19][CH3:20])[CH2:6][C:7]1[CH:12]=[CH:11][C:10]([C:13]#[C:14][CH2:15][CH2:16][CH2:17][Br:23])=[CH:9][CH:8]=1)[CH3:2]. The yield is 0.850.